From a dataset of Peptide-MHC class I binding affinity with 185,985 pairs from IEDB/IMGT. Regression. Given a peptide amino acid sequence and an MHC pseudo amino acid sequence, predict their binding affinity value. This is MHC class I binding data. (1) The peptide sequence is RLFAGLMSY. The MHC is HLA-A03:01 with pseudo-sequence HLA-A03:01. The binding affinity (normalized) is 0.689. (2) The peptide sequence is RTIISLNKY. The MHC is Mamu-A20102 with pseudo-sequence Mamu-A20102. The binding affinity (normalized) is 0.154.